From a dataset of Full USPTO retrosynthesis dataset with 1.9M reactions from patents (1976-2016). Predict the reactants needed to synthesize the given product. (1) The reactants are: [C:1]([N:8]([CH3:16])[C@H:9]([C:13](O)=[O:14])[CH:10]([CH3:12])[CH3:11])([O:3][C:4]([CH3:7])([CH3:6])[CH3:5])=[O:2].B.C1COCC1.O.C([O-])([O-])=O.[Na+].[Na+]. Given the product [C:4]([O:3][C:1](=[O:2])[N:8]([C@H:9]([CH2:13][OH:14])[CH:10]([CH3:11])[CH3:12])[CH3:16])([CH3:5])([CH3:7])[CH3:6], predict the reactants needed to synthesize it. (2) The reactants are: [Cl:1][C:2]1[CH:3]=[CH:4][C:5]2[N:11]3[C:12]([C:15]([F:18])([F:17])[F:16])=[N:13][N:14]=[C:10]3[C@@H:9]([CH2:19][C:20]([N:22]3[CH2:27][CH2:26][CH:25]([CH2:28][CH2:29][C:30]([O:32]CC)=[O:31])[CH2:24][CH2:23]3)=[O:21])[S:8][C@H:7]([C:35]3[CH:40]=[CH:39][CH:38]=[C:37]([O:41][CH3:42])[C:36]=3[O:43][CH3:44])[C:6]=2[CH:45]=1.Cl.C(OCC)(=O)C. Given the product [Cl:1][C:2]1[CH:3]=[CH:4][C:5]2[N:11]3[C:12]([C:15]([F:17])([F:16])[F:18])=[N:13][N:14]=[C:10]3[C@@H:9]([CH2:19][C:20]([N:22]3[CH2:23][CH2:24][CH:25]([CH2:28][CH2:29][C:30]([OH:32])=[O:31])[CH2:26][CH2:27]3)=[O:21])[S:8][C@H:7]([C:35]3[CH:40]=[CH:39][CH:38]=[C:37]([O:41][CH3:42])[C:36]=3[O:43][CH3:44])[C:6]=2[CH:45]=1, predict the reactants needed to synthesize it. (3) Given the product [CH:33]([C@H:30]1[C@@H:21]2[C@@H:22]3[C@@:17]([CH3:46])([CH2:18][CH2:19][C@@:20]2([C:36]([OH:38])=[O:37])[CH2:32][CH2:31]1)[C@@:16]1([CH3:47])[C@@H:25]([C@:26]2([CH3:29])[C@@H:13]([CH2:14][CH2:15]1)[C:12]([CH3:49])([CH3:48])[C@@H:11]([C:8]1[CH:7]=[CH:6][C:5]([C:3]([O:2][CH3:1])=[O:4])=[CH:10][CH:9]=1)[CH2:28][CH2:27]2)[CH2:24][CH2:23]3)([CH3:35])[CH3:34], predict the reactants needed to synthesize it. The reactants are: [CH3:1][O:2][C:3]([C:5]1[CH:10]=[CH:9][C:8]([C:11]2[C:12]([CH3:49])([CH3:48])[C@H:13]3[C@:26]([CH3:29])([CH2:27][CH:28]=2)[C@@H:25]2[C@:16]([CH3:47])([C@@:17]4([CH3:46])[C@H:22]([CH2:23][CH2:24]2)[C@H:21]2[C@H:30]([C:33]([CH3:35])=[CH2:34])[CH2:31][CH2:32][C@:20]2([C:36]([O:38]CC2C=CC=CC=2)=[O:37])[CH2:19][CH2:18]4)[CH2:15][CH2:14]3)=[CH:7][CH:6]=1)=[O:4].C(O)(=O)C. (4) Given the product [NH2:1][C:2]1[CH:3]=[CH:4][C:5]([S:12](=[O:24])(=[O:25])[NH:13][C:14]2[CH:15]=[CH:16][C:17]3[CH2:21][O:20][B:19]([OH:22])[C:18]=3[CH:23]=2)=[C:6]([CH2:8][C:9]([O:11][C:31]([CH3:34])([CH3:33])[CH3:32])=[O:10])[CH:7]=1, predict the reactants needed to synthesize it. The reactants are: [NH2:1][C:2]1[CH:3]=[CH:4][C:5]([S:12](=[O:25])(=[O:24])[NH:13][C:14]2[CH:15]=[CH:16][C:17]3[CH2:21][O:20][B:19]([OH:22])[C:18]=3[CH:23]=2)=[C:6]([CH2:8][C:9]([OH:11])=[O:10])[CH:7]=1.ClC(Cl)(Cl)C(O[C:31]([CH3:34])([CH3:33])[CH3:32])=O. (5) Given the product [C:1]([O:5][C@@H:6]([C:10]1[C:11]([C:22]2[CH:23]=[CH:24][C:25]([Cl:28])=[CH:26][CH:27]=2)=[C:12]2[C:17](=[CH:18][C:19]=1[CH3:29])[N:16]=[CH:15][CH:14]=[CH:13]2)[C:7]([OH:9])=[O:8])([CH3:3])([CH3:4])[CH3:2], predict the reactants needed to synthesize it. The reactants are: [C:1]([O:5][C@@H:6]([C:10]1[C:11]([C:22]2[CH:27]=[CH:26][C:25]([Cl:28])=[CH:24][CH:23]=2)=[C:12]2[C:17](=[CH:18][C:19]=1Cl)[N:16]=[C:15](C)[CH:14]=[CH:13]2)[C:7]([OH:9])=[O:8])([CH3:4])([CH3:3])[CH3:2].[C:29](O[C@@H](C1C(C2C=CC(Cl)=CC=2)=C2C(=CC=1C)N=CC=C2)CO)(C)(C)C. (6) Given the product [CH3:34][C:35]1[CH:40]=[C:39]([N+:41]([O-:43])=[O:42])[CH:38]=[C:37]([CH3:44])[C:36]=1[O:45][CH3:1], predict the reactants needed to synthesize it. The reactants are: [CH3:1]OC1C=C(NC2N=C(NC3C=CC(C(OC)=O)=C(OC)C=3)C(F)=CN=2)C=CC=1C(OC)=O.[CH3:34][C:35]1[CH:40]=[C:39]([N+:41]([O-:43])=[O:42])[CH:38]=[C:37]([CH3:44])[C:36]=1[OH:45].C(=O)([O-])[O-].[K+].[K+].IC.